This data is from Reaction yield outcomes from USPTO patents with 853,638 reactions. The task is: Predict the reaction yield, written as a fraction of the theoretical maximum amount of product (1.0 means a 100% yield; for example, 0.34 means a 34% yield). The reactants are [CH2:1]([CH:3]1[CH2:7][C:6](=[O:8])[CH2:5][CH:4]1[C:9]([O:11][CH2:12][CH3:13])=[O:10])[CH3:2].[CH2:14](O)[CH2:15][OH:16].C(OC(OCC)OCC)C.O.C1(C)C=CC(S(O)(=O)=O)=CC=1. The catalyst is C(Cl)Cl.CCOC(C)=O. The product is [CH2:1]([CH:3]1[CH2:7][C:6]2([O:16][CH2:15][CH2:14][O:8]2)[CH2:5][CH:4]1[C:9]([O:11][CH2:12][CH3:13])=[O:10])[CH3:2]. The yield is 0.830.